This data is from Forward reaction prediction with 1.9M reactions from USPTO patents (1976-2016). The task is: Predict the product of the given reaction. (1) Given the reactants [N+:1]([C:4]1[CH:12]=[C:11]2[C:7]([CH2:8][CH2:9][NH:10]2)=[CH:6][CH:5]=1)([O-:3])=[O:2].N1C=CC=CC=1.[CH3:19][C:20]([O:23][C:24](O[C:24]([O:23][C:20]([CH3:22])([CH3:21])[CH3:19])=[O:25])=[O:25])([CH3:22])[CH3:21], predict the reaction product. The product is: [C:24]([N:10]1[C:11]2[C:7](=[CH:6][CH:5]=[C:4]([N+:1]([O-:3])=[O:2])[CH:12]=2)[CH2:8][CH2:9]1)([O:23][C:20]([CH3:22])([CH3:21])[CH3:19])=[O:25]. (2) Given the reactants [Cl:1][C:2]1[CH:7]=[C:6]([F:8])[CH:5]=[CH:4][C:3]=1[S:9]([NH:12][C@@H:13]([CH2:36][N:37]1C(=O)C2[C:39](=CC=CC=2)[C:38]1=[O:47])[CH2:14][CH2:15][NH:16][C:17]([C@@H:19]([NH:24][C:25]([C:27]1[S:28][C:29]2[CH:35]=[CH:34][CH:33]=[CH:32][C:30]=2[CH:31]=1)=[O:26])[CH2:20][CH:21]([CH3:23])[CH3:22])=[O:18])(=[O:11])=[O:10].NN.C(N(CC)CC)C.C(OC(=O)C)(=O)C, predict the reaction product. The product is: [C:38]([NH:37][CH2:36][C@H:13]([NH:12][S:9]([C:3]1[CH:4]=[CH:5][C:6]([F:8])=[CH:7][C:2]=1[Cl:1])(=[O:11])=[O:10])[CH2:14][CH2:15][NH:16][C:17]([C@@H:19]([NH:24][C:25]([C:27]1[S:28][C:29]2[CH:35]=[CH:34][CH:33]=[CH:32][C:30]=2[CH:31]=1)=[O:26])[CH2:20][CH:21]([CH3:23])[CH3:22])=[O:18])(=[O:47])[CH3:39]. (3) Given the reactants [Cl:1][C:2]1[CH:3]=[C:4]2[C:9](=[CH:10][C:11]=1[O:12][CH3:13])[N:8]=[C:7]([O:14][CH3:15])[C:6]([CH:16]([OH:18])[CH3:17])=[CH:5]2, predict the reaction product. The product is: [Cl:1][C:2]1[CH:3]=[C:4]2[C:9](=[CH:10][C:11]=1[O:12][CH3:13])[N:8]=[C:7]([O:14][CH3:15])[C:6]([C:16](=[O:18])[CH3:17])=[CH:5]2. (4) The product is: [CH3:1][S:2][C:3]1[CH:8]=[CH:7][N:6]=[C:5]([C:9]2[CH:10]=[N:11][C:12]([N:15]3[C:23]4[C:18](=[CH:19][CH:20]=[C:21]([C:24]([OH:26])=[O:25])[CH:22]=4)[C:17]4([CH2:29][CH2:28]4)[CH2:16]3)=[N:13][CH:14]=2)[CH:4]=1. Given the reactants [CH3:1][S:2][C:3]1[CH:8]=[CH:7][N:6]=[C:5]([C:9]2[CH:10]=[N:11][C:12]([N:15]3[C:23]4[C:18](=[CH:19][CH:20]=[C:21]([C:24]([O:26]C)=[O:25])[CH:22]=4)[C:17]4([CH2:29][CH2:28]4)[CH2:16]3)=[N:13][CH:14]=2)[CH:4]=1.[Li+].[OH-], predict the reaction product. (5) Given the reactants Br[C:2]1[N:6]([CH3:7])[CH:5]=[N:4][C:3]=1[C:8]1[CH:13]=[C:12]([C:14]2[N:15]=[N:16][N:17](CC3C=CC(OC)=CC=3)[C:18]=2[C:19]([F:22])([F:21])[F:20])[CH:11]=[CH:10][N:9]=1.[F:32][C:33]1[CH:38]=[CH:37][C:36](B(O)O)=[CH:35][CH:34]=1.C([O-])([O-])=O.[Na+].[Na+], predict the reaction product. The product is: [F:32][C:33]1[CH:38]=[CH:37][C:36]([C:2]2[N:6]([CH3:7])[CH:5]=[N:4][C:3]=2[C:8]2[CH:13]=[C:12]([C:14]3[N:15]=[N:16][NH:17][C:18]=3[C:19]([F:20])([F:22])[F:21])[CH:11]=[CH:10][N:9]=2)=[CH:35][CH:34]=1. (6) Given the reactants C([O:3][C:4](=[O:33])[C:5](C)([O:7][C:8]1[CH:13]=[CH:12][C:11]([O:14][CH2:15][CH2:16][C:17]2[N:18]=[C:19]([C:23]3[CH:28]=[CH:27][CH:26]=[CH:25][CH:24]=3)[O:20][C:21]=2[CH3:22])=[CH:10][C:9]=1[CH2:29][CH2:30][CH3:31])C)C.[OH-].[Na+], predict the reaction product. The product is: [CH3:22][C:21]1[O:20][C:19]([C:23]2[CH:24]=[CH:25][CH:26]=[CH:27][CH:28]=2)=[N:18][C:17]=1[CH2:16][CH2:15][O:14][C:11]1[CH:12]=[CH:13][C:8]([O:7][CH2:5][C:4]([OH:33])=[O:3])=[C:9]([CH2:29][CH2:30][CH3:31])[CH:10]=1.